This data is from Forward reaction prediction with 1.9M reactions from USPTO patents (1976-2016). The task is: Predict the product of the given reaction. (1) Given the reactants C([O:8][C:9]1[CH:18]=[C:17]2[C:12]([C:13]3[N:22]4[C@@H:23]([C:27]([F:30])([CH3:29])[CH3:28])[CH2:24][O:25][CH2:26][C:21]4=[N:20][C:14]=3[C:15]([NH2:19])=[N:16]2)=[CH:11][CH:10]=1)C1C=CC=CC=1, predict the reaction product. The product is: [NH2:19][C:15]1[C:14]2[N:20]=[C:21]3[CH2:26][O:25][CH2:24][C@H:23]([C:27]([F:30])([CH3:29])[CH3:28])[N:22]3[C:13]=2[C:12]2[C:17](=[CH:18][C:9]([OH:8])=[CH:10][CH:11]=2)[N:16]=1. (2) The product is: [C:1]([C@H:3]1[CH2:6][C@H:5]([CH:7]([NH:9][C:10]([C:12]2[C:20]3[C:15](=[N:16][CH:17]=[C:18]([C:21]4[C:29]5[C:24](=[CH:25][C:26]([F:30])=[CH:27][CH:28]=5)[N:23]([CH3:31])[N:22]=4)[N:19]=3)[NH:14][CH:13]=2)=[O:11])[CH3:8])[CH2:4]1)#[N:2]. Given the reactants [C:1]([C@H:3]1[CH2:6][C@H:5]([CH:7]([NH:9][C:10]([C:12]2[C:20]3[C:15](=[N:16][CH:17]=[C:18]([C:21]4[C:29]5[C:24](=[CH:25][C:26]([F:30])=[CH:27][CH:28]=5)[N:23]([CH3:31])[N:22]=4)[N:19]=3)[N:14](COCC[Si](C)(C)C)[CH:13]=2)=[O:11])[CH3:8])[CH2:4]1)#[N:2].C(O)(C(F)(F)F)=O.C(N)CN, predict the reaction product.